This data is from Full USPTO retrosynthesis dataset with 1.9M reactions from patents (1976-2016). The task is: Predict the reactants needed to synthesize the given product. (1) The reactants are: [CH2:1]([N:3]([CH2:38][CH3:39])[S:4]([CH2:7][CH:8]1[CH2:12][CH:11]([C:13]([NH:15][NH:16][C:17]2[N:18]=[C:19]3[CH:25]=[CH:24][N:23](S(C4C=CC(C)=CC=4)(=O)=O)[C:20]3=[N:21][CH:22]=2)=O)[CH:10]([CH2:36][CH3:37])[CH2:9]1)(=[O:6])=[O:5])[CH3:2].O=S(Cl)Cl.CCO. Given the product [CH2:1]([N:3]([CH2:38][CH3:39])[S:4]([CH2:7][CH:8]1[CH2:12][CH:11]([C:13]2[N:18]3[C:19]4[CH:25]=[CH:24][NH:23][C:20]=4[N:21]=[CH:22][C:17]3=[N:16][N:15]=2)[CH:10]([CH2:36][CH3:37])[CH2:9]1)(=[O:6])=[O:5])[CH3:2], predict the reactants needed to synthesize it. (2) Given the product [CH3:10][C:8]1([CH3:11])[S:7][C:6](=[O:12])[N:5]([CH2:4][C:3]2[CH:13]=[CH:14][CH:15]=[CH:16][C:2]=2[NH:1][S:26]([C:25]([F:38])([F:37])[F:24])(=[O:28])=[O:27])[CH2:9]1, predict the reactants needed to synthesize it. The reactants are: [NH2:1][C:2]1[CH:16]=[CH:15][CH:14]=[CH:13][C:3]=1[CH2:4][N:5]1[CH2:9][C:8]([CH3:11])([CH3:10])[S:7][C:6]1=[O:12].C(N(CC)CC)C.[F:24][C:25]([F:38])([F:37])[S:26](O[S:26]([C:25]([F:38])([F:37])[F:24])(=[O:28])=[O:27])(=[O:28])=[O:27]. (3) Given the product [O:53]=[C:25]1[NH:26][CH:27]=[C:28]([NH:30][C:31]([C:33]2[CH:34]=[N:35][N:36]([CH2:38][C:39]3[CH:40]=[CH:41][CH:42]=[CH:43][CH:44]=3)[CH:37]=2)=[O:32])[CH:29]=[C:24]1[C:9]1[NH:8][C:16]2[C:11]([CH:10]=1)=[C:12]([CH2:17][N:18]1[CH2:23][CH2:22][CH2:21][CH2:20][CH2:19]1)[CH:13]=[CH:14][CH:15]=2, predict the reactants needed to synthesize it. The reactants are: C(OC([N:8]1[C:16]2[C:11](=[C:12]([CH2:17][N:18]3[CH2:23][CH2:22][CH2:21][CH2:20][CH2:19]3)[CH:13]=[CH:14][CH:15]=2)[CH:10]=[C:9]1[C:24]1[C:25](=[O:53])[N:26](COCC[Si](C)(C)C)[CH:27]=[C:28]([NH:30][C:31]([C:33]2[CH:34]=[N:35][N:36]([CH2:38][C:39]3[CH:44]=[CH:43][CH:42]=[CH:41][CH:40]=3)[CH:37]=2)=[O:32])[CH:29]=1)=O)(C)(C)C.B(Br)(Br)Br. (4) Given the product [CH3:1][O:2][C:3]1[C:4]([N+:23]([O-:25])=[O:24])=[C:5]([CH:6]=[CH:7][CH:8]=1)[NH:9][CH2:10][CH2:33][CH2:31][CH2:30][O:29][CH3:26], predict the reactants needed to synthesize it. The reactants are: [CH3:1][O:2][C:3]1[C:4]([N+:23]([O-:25])=[O:24])=[C:5]([NH:9][C:10](=O)OCCCC(C(C)(C)C)OC)[CH:6]=[CH:7][CH:8]=1.[C:26]([O:29][CH2:30][CH3:31])(=O)C.Cl.[C:33](OCC)(=O)C. (5) Given the product [F:25][CH:23]([F:24])[O:22][C:19]1[CH:20]=[CH:21][C:9](/[CH:3]=[CH:2]/[C:1]([O:5][CH2:6][CH3:7])=[O:4])=[C:10]([CH2:11][N:12]2[N:16]=[N:15][C:14]([CH3:17])=[N:13]2)[CH:18]=1, predict the reactants needed to synthesize it. The reactants are: [C:1]([O:5][CH2:6][CH3:7])(=[O:4])[CH:2]=[CH2:3].Br[C:9]1[CH:21]=[CH:20][C:19]([O:22][CH:23]([F:25])[F:24])=[CH:18][C:10]=1[CH2:11][N:12]1[N:16]=[N:15][C:14]([CH3:17])=[N:13]1.C1(C)C=CC=CC=1P(C1C=CC=CC=1C)C1C=CC=CC=1C.C(N(CC)CC)C.